From a dataset of Forward reaction prediction with 1.9M reactions from USPTO patents (1976-2016). Predict the product of the given reaction. Given the reactants [OH:1][CH:2]([C:6]1[CH:11]=[CH:10][CH:9]=[C:8]([C:12]2[CH:13]=[C:14]3[C:20]([C:21]4[CH:26]=[CH:25][CH:24]=[CH:23][C:22]=4[O:27][CH3:28])=N[N:18]([CH2:29]OCC[Si](C)(C)C)[C:15]3=[N:16][CH:17]=2)[CH:7]=1)[C:3]([OH:5])=O.C(Cl)(=O)C(Cl)=O.C[N:44](C=O)C, predict the reaction product. The product is: [OH:1][CH:2]([C:6]1[CH:11]=[CH:10][CH:9]=[C:8]([C:12]2[CH:13]=[C:14]3[C:20]([C:21]4[CH:26]=[CH:25][CH:24]=[CH:23][C:22]=4[O:27][CH3:28])=[CH:29][NH:18][C:15]3=[N:16][CH:17]=2)[CH:7]=1)[C:3]([NH2:44])=[O:5].